This data is from Peptide-MHC class I binding affinity with 185,985 pairs from IEDB/IMGT. The task is: Regression. Given a peptide amino acid sequence and an MHC pseudo amino acid sequence, predict their binding affinity value. This is MHC class I binding data. (1) The peptide sequence is SILPISWAY. The MHC is HLA-A02:12 with pseudo-sequence HLA-A02:12. The binding affinity (normalized) is 0.0847. (2) The peptide sequence is VPVWKEATTTL. The MHC is HLA-B51:01 with pseudo-sequence HLA-B51:01. The binding affinity (normalized) is 0.115. (3) The peptide sequence is SSEADCFTY. The MHC is HLA-A31:01 with pseudo-sequence HLA-A31:01. The binding affinity (normalized) is 0.0847. (4) The peptide sequence is RNEQGQTLW. The MHC is HLA-B15:01 with pseudo-sequence HLA-B15:01. The binding affinity (normalized) is 0.0847. (5) The peptide sequence is LLCPTDCFRK. The MHC is Patr-A0101 with pseudo-sequence Patr-A0101. The binding affinity (normalized) is 0.609. (6) The peptide sequence is KAVYNLATM. The MHC is H-2-Db with pseudo-sequence H-2-Db. The binding affinity (normalized) is 0.713. (7) The peptide sequence is FYYEYFEL. The MHC is HLA-A02:06 with pseudo-sequence HLA-A02:06. The binding affinity (normalized) is 0.0674.